From a dataset of Forward reaction prediction with 1.9M reactions from USPTO patents (1976-2016). Predict the product of the given reaction. (1) Given the reactants [C:1]([O:5][C:6](=[O:22])[NH:7][C:8]1[CH:13]=[C:12]([N:14]([CH3:16])[CH3:15])[C:11]([C:17]([F:20])([F:19])[F:18])=[CH:10][C:9]=1[NH2:21])([CH3:4])([CH3:3])[CH3:2].C([O:27][C:28](=O)[CH2:29][C:30]([C:32]1[CH:37]=[CH:36][N:35]=[C:34]([C:38]#[N:39])[CH:33]=1)=[O:31])(C)(C)C, predict the reaction product. The product is: [C:1]([O:5][C:6](=[O:22])[NH:7][C:8]1[CH:13]=[C:12]([N:14]([CH3:16])[CH3:15])[C:11]([C:17]([F:20])([F:19])[F:18])=[CH:10][C:9]=1[NH:21][C:28](=[O:27])[CH2:29][C:30]([C:32]1[CH:37]=[CH:36][N:35]=[C:34]([C:38]#[N:39])[CH:33]=1)=[O:31])([CH3:4])([CH3:2])[CH3:3]. (2) Given the reactants [F:1][C:2]([C:5]1[O:9][C:8]([CH2:10][N:11]2[N:15]=[C:14]([NH2:16])[CH:13]=[N:12]2)=[CH:7][CH:6]=1)([F:4])[CH3:3].[C:17]1([CH3:31])[CH:22]=[CH:21][CH:20]=[C:19]([C:23]2[O:27][CH:26]=[N:25][C:24]=2[C:28](O)=[O:29])[CH:18]=1, predict the reaction product. The product is: [F:4][C:2]([C:5]1[O:9][C:8]([CH2:10][N:11]2[N:15]=[C:14]([NH:16][C:28]([C:24]3[N:25]=[CH:26][O:27][C:23]=3[C:19]3[CH:18]=[C:17]([CH3:31])[CH:22]=[CH:21][CH:20]=3)=[O:29])[CH:13]=[N:12]2)=[CH:7][CH:6]=1)([F:1])[CH3:3].